The task is: Regression. Given a peptide amino acid sequence and an MHC pseudo amino acid sequence, predict their binding affinity value. This is MHC class I binding data.. This data is from Peptide-MHC class I binding affinity with 185,985 pairs from IEDB/IMGT. (1) The peptide sequence is YPGIKVRQL. The MHC is HLA-B42:01 with pseudo-sequence HLA-B42:01. The binding affinity (normalized) is 0.898. (2) The peptide sequence is RKPSSSAA. The MHC is Mamu-A01 with pseudo-sequence Mamu-A01. The binding affinity (normalized) is 0. (3) The peptide sequence is ETQTGMHAH. The MHC is HLA-A26:02 with pseudo-sequence HLA-A26:02. The binding affinity (normalized) is 0.834. (4) The peptide sequence is DEVASTHDW. The MHC is HLA-A23:01 with pseudo-sequence HLA-A23:01. The binding affinity (normalized) is 0. (5) The peptide sequence is FTENGPWMY. The MHC is HLA-A31:01 with pseudo-sequence HLA-A31:01. The binding affinity (normalized) is 0.0847. (6) The peptide sequence is AELEAFLMALT. The MHC is Mamu-A11 with pseudo-sequence Mamu-A11. The binding affinity (normalized) is 0.231.